This data is from Full USPTO retrosynthesis dataset with 1.9M reactions from patents (1976-2016). The task is: Predict the reactants needed to synthesize the given product. (1) Given the product [Br:2][C:3]1[CH:4]=[C:5]([CH:13]=[CH:14][C:15]=1[CH3:16])[CH2:6][C@@H:7]([C:9]([O:11][CH3:12])=[O:10])[NH:8][C:32]([C@H:29]1[CH2:28][CH2:27][C@H:26]([CH2:25][NH:24][C:22]([O:21][C:17]([CH3:20])([CH3:19])[CH3:18])=[O:23])[CH2:31][CH2:30]1)=[O:33], predict the reactants needed to synthesize it. The reactants are: Cl.[Br:2][C:3]1[CH:4]=[C:5]([CH:13]=[CH:14][C:15]=1[CH3:16])[CH2:6][C@@H:7]([C:9]([O:11][CH3:12])=[O:10])[NH2:8].[C:17]([O:21][C:22]([NH:24][CH2:25][C@H:26]1[CH2:31][CH2:30][C@H:29]([C:32](O)=[O:33])[CH2:28][CH2:27]1)=[O:23])([CH3:20])([CH3:19])[CH3:18].C(N(CC)C(C)C)(C)C.C(P1(=O)OP(=O)(CCC)OP(=O)(CCC)O1)CC. (2) Given the product [CH3:15][C:16]1[CH:24]=[CH:23][C:22]([CH3:25])=[CH:21][C:17]=1[C:18]([NH:14][CH2:13][CH2:12][C:2]12[CH2:9][CH:8]3[CH2:7][CH:6]([CH2:5][CH:4]([CH2:10]3)[CH2:3]1)[CH2:11]2)=[O:19], predict the reactants needed to synthesize it. The reactants are: Cl.[C:2]12([CH2:12][CH2:13][NH2:14])[CH2:11][CH:6]3[CH2:7][CH:8]([CH2:10][CH:4]([CH2:5]3)[CH2:3]1)[CH2:9]2.[CH3:15][C:16]1[CH:24]=[CH:23][C:22]([CH3:25])=[CH:21][C:17]=1[C:18](O)=[O:19].